Dataset: Full USPTO retrosynthesis dataset with 1.9M reactions from patents (1976-2016). Task: Predict the reactants needed to synthesize the given product. (1) Given the product [C:1]([O:5][C:6]([CH:8]1[NH:13][CH2:12][C:11]2[O:14][C:15]([C:17]([O-:19])=[O:18])=[N:16][C:10]=2[CH2:9]1)=[O:7])([CH3:4])([CH3:2])[CH3:3].[Li+:23], predict the reactants needed to synthesize it. The reactants are: [C:1]([O:5][C:6]([CH:8]1[NH:13][CH2:12][C:11]2[O:14][C:15]([C:17]([O:19]C)=[O:18])=[N:16][C:10]=2[CH2:9]1)=[O:7])([CH3:4])([CH3:3])[CH3:2].O.[OH-].[Li+:23]. (2) Given the product [Cl:23][C:17]1[CH:18]=[C:19]([Cl:22])[CH:20]=[CH:21][C:16]=1[NH:15][C:14]1[C:13]([F:24])=[C:12]2[C:7]([C:8]([CH3:25])=[CH:9][N:10]=[N:11]2)=[CH:6][C:5]=1[C:3]([OH:4])=[O:2], predict the reactants needed to synthesize it. The reactants are: C[O:2][C:3]([C:5]1[CH:6]=[C:7]2[C:12](=[C:13]([F:24])[C:14]=1[NH:15][C:16]1[CH:21]=[CH:20][C:19]([Cl:22])=[CH:18][C:17]=1[Cl:23])[N:11]=[N:10][CH:9]=[C:8]2[CH3:25])=[O:4].[Li+].[OH-].Cl.